The task is: Predict the product of the given reaction.. This data is from Forward reaction prediction with 1.9M reactions from USPTO patents (1976-2016). (1) Given the reactants [OH:1][CH:2]1[CH2:6][CH2:5][N:4]([C:7]2[CH:8]=[CH:9][C:10]([C:13]([NH2:15])=[O:14])=[N:11][CH:12]=2)[CH2:3]1.[C:16](Cl)(=[O:27])[O:17][C:18]1[CH:23]=[CH:22][C:21]([N+:24]([O-:26])=[O:25])=[CH:20][CH:19]=1.CCN(C(C)C)C(C)C, predict the reaction product. The product is: [C:16](=[O:27])([O:17][C:18]1[CH:19]=[CH:20][C:21]([N+:24]([O-:26])=[O:25])=[CH:22][CH:23]=1)[O:1][CH:2]1[CH2:6][CH2:5][N:4]([C:7]2[CH:12]=[N:11][C:10]([C:13](=[O:14])[NH2:15])=[CH:9][CH:8]=2)[CH2:3]1. (2) Given the reactants [N:1]1[C:5]2[CH:6]=[CH:7][CH:8]=[C:9]([C:10]([O:12][CH3:13])=[O:11])[C:4]=2[NH:3][CH:2]=1.[H-].[Na+].CI.[C:18](=O)([O-])O.[Na+], predict the reaction product. The product is: [CH3:18][N:1]1[C:5]2[CH:6]=[CH:7][CH:8]=[C:9]([C:10]([O:12][CH3:13])=[O:11])[C:4]=2[N:3]=[CH:2]1. (3) The product is: [CH3:27][O:26][C:23]1[CH:24]=[CH:25][C:20]([CH2:19][CH2:18][CH:9]2[NH:8][CH2:17][CH2:16][C:15]3[N:14]=[CH:13][CH:12]=[CH:11][C:10]2=3)=[CH:21][CH:22]=1. Given the reactants C([N:8]1[CH:17]=[CH:16][C:15]2[N:14]=[CH:13][CH:12]=[CH:11][C:10]=2[CH:9]1[CH2:18][CH2:19][C:20]1[CH:25]=[CH:24][C:23]([O:26][CH3:27])=[CH:22][CH:21]=1)C1C=CC=CC=1, predict the reaction product. (4) The product is: [CH3:23][O:22][C:10]1[CH:9]=[CH:8][C:7]2[CH2:20][C@H:19]3[N:2]([CH3:1])[CH2:3][CH2:4][C@:5]45[C:6]=2[C:11]=1[O:12][C@H:13]4[C:14]([O:15][C:57](=[O:58])[CH2:56][CH2:55][CH2:54][C:53]([O:52][C:48]([CH3:50])([CH3:49])[CH3:51])=[O:60])=[CH:16][CH2:17][C@@:18]35[OH:21]. Given the reactants [CH3:1][N:2]1[C@@H:19]2[CH2:20][C:7]3[CH:8]=[CH:9][C:10]([O:22][CH3:23])=[C:11]4[O:12][C@H:13]5[C:14]([CH2:16][CH2:17][C@:18]2([OH:21])[C@:5]5([C:6]=34)[CH2:4][CH2:3]1)=[O:15].CCN(C(C)C)C(C)C.C1CCC(N=C=NC2CCCCC2)CC1.[C:48]([O:52][C:53](=[O:60])[CH2:54][CH2:55][CH2:56][C:57](O)=[O:58])([CH3:51])([CH3:50])[CH3:49], predict the reaction product. (5) Given the reactants OS(O)(=O)=O.[NH2:6][C:7]1[CH:8]=[C:9]([CH:13]=[CH:14][CH:15]=1)[C:10]([OH:12])=[O:11].[CH3:16]O, predict the reaction product. The product is: [CH3:16][O:11][C:10](=[O:12])[C:9]1[CH:13]=[CH:14][CH:15]=[C:7]([NH2:6])[CH:8]=1.